Task: Predict the reaction yield, written as a fraction of the theoretical maximum amount of product (1.0 means a 100% yield; for example, 0.34 means a 34% yield).. Dataset: Reaction yield outcomes from USPTO patents with 853,638 reactions The reactants are C1C([N+]([O-])=O)=CC=C([Cl-][C:11]([O-:13])=O)C=1.Cl.[Cl:15][C:16]1[C:23]([F:24])=[CH:22][CH:21]=[CH:20][C:17]=1[CH2:18][NH2:19].C[CH2:26][N:27](C(C)C)C(C)C.Cl.[CH3:35]N[C@@H](CC=C)CO.[CH2:43]1[CH2:47][O:46][CH2:45][CH2:44]1. No catalyst specified. The product is [Cl:15][C:16]1[C:23]([F:24])=[CH:22][CH:21]=[CH:20][C:17]=1[CH2:18][NH:19][C:11](=[O:13])[N:27]([C@@H:43]([CH2:44][CH:45]=[CH2:35])[CH2:47][OH:46])[CH3:26]. The yield is 0.820.